From a dataset of NCI-60 drug combinations with 297,098 pairs across 59 cell lines. Regression. Given two drug SMILES strings and cell line genomic features, predict the synergy score measuring deviation from expected non-interaction effect. Drug 1: CS(=O)(=O)CCNCC1=CC=C(O1)C2=CC3=C(C=C2)N=CN=C3NC4=CC(=C(C=C4)OCC5=CC(=CC=C5)F)Cl. Drug 2: C(CC(=O)O)C(=O)CN.Cl. Cell line: MOLT-4. Synergy scores: CSS=23.7, Synergy_ZIP=-6.19, Synergy_Bliss=-3.81, Synergy_Loewe=-2.18, Synergy_HSA=-1.48.